Predict the reactants needed to synthesize the given product. From a dataset of Full USPTO retrosynthesis dataset with 1.9M reactions from patents (1976-2016). (1) Given the product [C:1]([C:3]1[CH:8]=[CH:7][C:6]([C@@H:9]2[C:14]([C:15]#[N:16])=[C:13]([CH3:17])[N:12]([C:18]3[CH:23]=[CH:22][CH:21]=[C:20]([C:24]([F:27])([F:26])[F:25])[CH:19]=3)[C:11](=[O:28])[N:10]2[S:38]([CH:35]2[CH2:37][CH2:36]2)(=[O:40])=[O:39])=[C:5]([S:29]([CH3:32])(=[O:31])=[O:30])[CH:4]=1)#[N:2], predict the reactants needed to synthesize it. The reactants are: [C:1]([C:3]1[CH:8]=[CH:7][C:6]([C@@H:9]2[C:14]([C:15]#[N:16])=[C:13]([CH3:17])[N:12]([C:18]3[CH:23]=[CH:22][CH:21]=[C:20]([C:24]([F:27])([F:26])[F:25])[CH:19]=3)[C:11](=[O:28])[NH:10]2)=[C:5]([S:29]([CH3:32])(=[O:31])=[O:30])[CH:4]=1)#[N:2].[H-].[Na+].[CH:35]1([S:38](Cl)(=[O:40])=[O:39])[CH2:37][CH2:36]1. (2) Given the product [Cl:24][CH2:20][C@H:28]1[O:29][C@@H:30]([N:35]2[C:44]3[C:45]4[NH:53][C:52]5[CH:51]=[CH:50][CH:49]=[CH:48][C:47]=5[C:46]=4[C:55]4[C:60](=[O:61])[NH:59][C:57](=[O:58])[C:56]=4[C:43]=3[C:37]3[C:36]2=[CH:41][CH:40]=[CH:39][CH:38]=3)[C@H:31]([OH:34])[C@@H:32]([OH:33])[C@@H:27]1[O:26][CH3:25], predict the reactants needed to synthesize it. The reactants are: C1C=CC(P(C2C=CC=CC=2)C2C=CC=CC=2)=CC=1.[C:20]([Cl:24])(Cl)(Cl)Cl.[CH3:25][O:26][C@H:27]1[C@H:32]([OH:33])[C@@H:31]([OH:34])[C@H:30]([N:35]2[C:44]3[C:45]4[NH:53][C:52]5[C:51](Cl)=[CH:50][CH:49]=[CH:48][C:47]=5[C:46]=4[C:55]4[C:60](=[O:61])[NH:59][C:57](=[O:58])[C:56]=4[C:43]=3[C:37]3[CH:38]=[CH:39][CH:40]=[C:41](Cl)[C:36]2=3)[O:29][C@@H:28]1CO.Cl. (3) Given the product [F:1][C:2]1[CH:26]=[CH:25][CH:24]=[C:23]([F:27])[C:3]=1[C:4]([NH:6][C:7]1[C:8]([C:12]2[NH:16][C:15]3[CH:17]=[CH:18][C:19]([OH:21])=[CH:20][C:14]=3[N:13]=2)=[N:9][NH:10][CH:11]=1)=[O:5], predict the reactants needed to synthesize it. The reactants are: [F:1][C:2]1[CH:26]=[CH:25][CH:24]=[C:23]([F:27])[C:3]=1[C:4]([NH:6][C:7]1[C:8]([C:12]2[NH:16][C:15]3[CH:17]=[CH:18][C:19]([O:21]C)=[CH:20][C:14]=3[N:13]=2)=[N:9][NH:10][CH:11]=1)=[O:5].[Cl-].[Al+3].[Cl-].[Cl-].C([O-])(O)=O.[Na+].C(O)(=O)CC(CC(O)=O)(C(O)=O)O.